This data is from Catalyst prediction with 721,799 reactions and 888 catalyst types from USPTO. The task is: Predict which catalyst facilitates the given reaction. (1) Reactant: C(OC(=O)[NH:7][N:8]1[CH2:13][CH2:12][N:11]([CH3:14])[C:10](=[O:15])[CH2:9]1)(C)(C)C.[F:17][C:18]([F:23])([F:22])[C:19]([OH:21])=[O:20]. Product: [F:17][C:18]([F:23])([F:22])[C:19]([OH:21])=[O:20].[NH2:7][N:8]1[CH2:13][CH2:12][N:11]([CH3:14])[C:10](=[O:15])[CH2:9]1. The catalyst class is: 4. (2) Reactant: [C:1]([O:5][C:6](=[O:17])[NH:7][C@H:8]([C:11]1[CH:16]=[CH:15][CH:14]=[CH:13][CH:12]=1)[CH2:9][NH2:10])([CH3:4])([CH3:3])[CH3:2].Br[C:19]1[N:24]=[CH:23][CH:22]=[CH:21][N:20]=1.CCN(C(C)C)C(C)C. Product: [C:1]([O:5][C:6](=[O:17])[NH:7][C@H:8]([C:11]1[CH:12]=[CH:13][CH:14]=[CH:15][CH:16]=1)[CH2:9][NH:10][C:19]1[N:24]=[CH:23][CH:22]=[CH:21][N:20]=1)([CH3:4])([CH3:2])[CH3:3]. The catalyst class is: 3. (3) Reactant: [NH:1]1[CH:5]=[CH:4][N:3]=[CH:2]1.C1C=CC=CC=1.[CH3:12][N:13]([CH3:18])[S:14](Cl)(=[O:16])=[O:15]. Product: [CH3:12][N:13]([CH3:18])[S:14]([N:1]1[CH:5]=[CH:4][N:3]=[CH:2]1)(=[O:16])=[O:15]. The catalyst class is: 66. (4) Reactant: [O:1]=[C:2]1[C:7]([C:8]([NH:10][CH2:11][CH2:12][C:13](OCC)=O)=[O:9])=[CH:6][C:5]([C:18]2[CH:23]=[CH:22]N=[CH:20][CH:19]=2)=[N:4][NH:3]1.[CH2:24]([O:31][C:32]1C=CC(C2CC(C(O)=O)C(=O)NN=2)=CC=1)[C:25]1[CH:30]=[CH:29][CH:28]=[CH:27][CH:26]=1.ON1C2C=CC=CC=2N=N1.[Cl:58][C:59]1[CH:66]=[C:65]([Cl:67])C=C[C:60]=1CN.C(N(CC)C(C)C)(C)C.F[P-](F)(F)(F)(F)F.N1(OC(N(C)C)=[N+](C)C)C2N=CC=CC=2N=N1. Product: [Cl:67][C:65]1[CH:66]=[C:59]([Cl:58])[CH:60]=[CH:13][C:12]=1[CH2:11][NH:10][C:8]([C:7]1[C:2](=[O:1])[NH:3][N:4]=[C:5]([C:18]2[CH:19]=[CH:20][C:32]([O:31][CH2:24][C:25]3[CH:26]=[CH:27][CH:28]=[CH:29][CH:30]=3)=[CH:22][CH:23]=2)[CH:6]=1)=[O:9]. The catalyst class is: 9. (5) Reactant: C([O:4][CH2:5][C:6]1[N:10]([C:11]2[CH:16]=[CH:15][C:14]([C:17]#[N:18])=[C:13]([C:19]([F:22])([F:21])[F:20])[CH:12]=2)[N:9]=[N:8][N:7]=1)(=O)C.[Li+].[OH-]. Product: [OH:4][CH2:5][C:6]1[N:10]([C:11]2[CH:16]=[CH:15][C:14]([C:17]#[N:18])=[C:13]([C:19]([F:22])([F:21])[F:20])[CH:12]=2)[N:9]=[N:8][N:7]=1. The catalyst class is: 88. (6) Reactant: Br[C:2]1[CH:7]=[C:6]([CH3:8])[C:5]([NH:9][C:10](=[O:15])[C:11]([F:14])([F:13])[F:12])=[C:4]([CH3:16])[CH:3]=1.[CH:17]1(B2OC(C)(C)C(C)(C)O2)[CH2:19][CH2:18]1.C([O-])([O-])=O.[Na+].[Na+]. Product: [CH:17]1([C:2]2[CH:7]=[C:6]([CH3:8])[C:5]([NH:9][C:10](=[O:15])[C:11]([F:14])([F:13])[F:12])=[C:4]([CH3:16])[CH:3]=2)[CH2:19][CH2:18]1. The catalyst class is: 57. (7) The catalyst class is: 7. Product: [Cl:41][C:42]1[CH:47]=[CH:46][C:45]([C:48]([C:50]2[CH:55]=[CH:54][C:53]([Cl:56])=[CH:52][CH:51]=2)([OH:49])[C:2]2[CH:3]=[C:4]3[C:9](=[CH:10][CH:11]=2)[N:8]=[N:7][CH:6]=[C:5]3[NH:12][CH:13]2[CH2:14][CH2:15][N:16]([C:19]([O:21][C:22]([CH3:23])([CH3:24])[CH3:25])=[O:20])[CH2:17][CH2:18]2)=[CH:44][CH:43]=1. Reactant: Br[C:2]1[CH:3]=[C:4]2[C:9](=[CH:10][CH:11]=1)[N:8]=[N:7][CH:6]=[C:5]2[NH:12][CH:13]1[CH2:18][CH2:17][N:16]([C:19]([O:21][C:22]([CH3:25])([CH3:24])[CH3:23])=[O:20])[CH2:15][CH2:14]1.[Li+].C[Si]([N-][Si](C)(C)C)(C)C.[Li]CCCC.[Cl:41][C:42]1[CH:47]=[CH:46][C:45]([C:48]([C:50]2[CH:55]=[CH:54][C:53]([Cl:56])=[CH:52][CH:51]=2)=[O:49])=[CH:44][CH:43]=1.